From a dataset of Kir2.1 potassium channel HTS with 301,493 compounds. Binary Classification. Given a drug SMILES string, predict its activity (active/inactive) in a high-throughput screening assay against a specified biological target. (1) The compound is O=C(NC(CC)(C)C)C(N(Cc1occc1)C(=O)CCC(=O)Nc1noc(c1)C)c1ccc(OC)cc1. The result is 0 (inactive). (2) The drug is S(=O)(=O)(N(CC)CC)c1ccc(NC(=O)Cc2sccc2)cc1. The result is 0 (inactive). (3) The drug is S(=O)(=O)(c1cc2c(nc1N)cccc2)c1ccc(cc1)C. The result is 0 (inactive). (4) The compound is S(=O)(=O)(Nc1n(c2ccccc2)c(=O)nc2c1cccc2)c1ccccc1. The result is 0 (inactive). (5) The compound is O=C(Nc1c(cccc1C)C)N\C(=N\C)N. The result is 0 (inactive). (6) The compound is O(c1c(/C=C/C(=O)NCC(=O)NN\C=C2\C(O)=CC(=O)C=C2)cccc1)C. The result is 0 (inactive). (7) The compound is S(C(=S)N(CC)CC)Cc1nc(sc1)CC(=O)Nc1c(cccc1)C. The result is 0 (inactive).